From a dataset of Forward reaction prediction with 1.9M reactions from USPTO patents (1976-2016). Predict the product of the given reaction. Given the reactants [F:1][C:2]1[CH:3]=[CH:4][C:5]([CH3:32])=[C:6]([CH:31]=1)[O:7][CH2:8][C:9]1[C:18]([C:19]2[CH:24]=[CH:23][C:22]([OH:25])=[CH:21][C:20]=2[O:26][CH3:27])=[CH:17][CH:16]=[C:15]2[C:10]=1[C:11]([CH3:30])=[CH:12][C:13]([CH3:29])([CH3:28])[NH:14]2.C(N(CC)CC)C.[C:40](Cl)(=[O:43])[O:41][CH3:42], predict the reaction product. The product is: [F:1][C:2]1[CH:3]=[CH:4][C:5]([CH3:32])=[C:6]([CH:31]=1)[O:7][CH2:8][C:9]1[C:18]([C:19]2[CH:24]=[CH:23][C:22]([O:25][C:40]([O:41][CH3:42])=[O:43])=[CH:21][C:20]=2[O:26][CH3:27])=[CH:17][CH:16]=[C:15]2[C:10]=1[C:11]([CH3:30])=[CH:12][C:13]([CH3:28])([CH3:29])[NH:14]2.